Dataset: Forward reaction prediction with 1.9M reactions from USPTO patents (1976-2016). Task: Predict the product of the given reaction. The product is: [CH3:1][C@H:2]1[O:7][C@@H:6]([CH3:8])[CH2:5][N:4]([C:9]2[C:16]([F:17])=[CH:15][C:14]([C:18]#[C:19][C:21]3[N:22]([CH3:26])[CH:23]=[CH:24][N:25]=3)=[CH:13][C:10]=2[CH:11]=[O:12])[CH2:3]1. Given the reactants [CH3:1][C@@H:2]1[O:7][C@H:6]([CH3:8])[CH2:5][N:4]([C:9]2[C:16]([F:17])=[CH:15][C:14]([C:18]#[CH:19])=[CH:13][C:10]=2[CH:11]=[O:12])[CH2:3]1.Br[C:21]1[N:22]([CH3:26])[CH:23]=[CH:24][N:25]=1, predict the reaction product.